This data is from CYP1A2 inhibition data for predicting drug metabolism from PubChem BioAssay. The task is: Regression/Classification. Given a drug SMILES string, predict its absorption, distribution, metabolism, or excretion properties. Task type varies by dataset: regression for continuous measurements (e.g., permeability, clearance, half-life) or binary classification for categorical outcomes (e.g., BBB penetration, CYP inhibition). Dataset: cyp1a2_veith. (1) The compound is O=C(O)[C@H]1O[C@H]1C(=O)O. The result is 0 (non-inhibitor). (2) The drug is CCCCNC(=S)NNC(=O)c1csc2c1CCC(C)C2. The result is 1 (inhibitor). (3) The compound is CCn1c2ccccc2c2cc(/C=N/n3cn[nH]c3=S)ccc21. The result is 1 (inhibitor). (4) The compound is CN1CCCC[C@@H]1CCN1c2ccccc2Sc2ccc(S(C)=O)cc21.O=S(=O)(O)c1ccccc1. The result is 0 (non-inhibitor). (5) The compound is O=c1cnc2cnc(Oc3ccccc3)nc2n1C[C@H]1CCCO1. The result is 1 (inhibitor). (6) The drug is NC[C@@H](O)CSCc1ccc(Cl)cc1. The result is 1 (inhibitor). (7) The drug is Cc1cccc(OCCSCc2nc3ccccc3[nH]2)c1. The result is 1 (inhibitor). (8) The compound is COc1ccccc1-c1nc(N(C)Cc2ccco2)c2ccccc2n1. The result is 1 (inhibitor).